Dataset: Reaction yield outcomes from USPTO patents with 853,638 reactions. Task: Predict the reaction yield, written as a fraction of the theoretical maximum amount of product (1.0 means a 100% yield; for example, 0.34 means a 34% yield). (1) The product is [C:21]([C:2]1[CH:3]=[C:4]2[C:8](=[N:9][CH:10]=1)[NH:7][C:6](=[O:11])[CH2:5]2)([O:25][CH2:17][CH3:18])=[O:22]. The reactants are Br[C:2]1[CH:3]=[C:4]2[C:8](=[N:9][CH:10]=1)[NH:7][C:6](=[O:11])[CH2:5]2.C(N([CH2:17][CH3:18])CC)C.[C]=O.[CH3:21][OH:22].CS(C)=[O:25]. The catalyst is C(O)C.C(OCC)C.C([O-])(=O)C.[Pd+2].C([O-])(=O)C. The yield is 0.257. (2) The reactants are [N:1]([CH2:4][C:5]1[C:6]([N:11]2[CH2:16][CH2:15][O:14][CH2:13][CH2:12]2)=[N:7][CH:8]=[CH:9][CH:10]=1)=[N+]=[N-]. The catalyst is CO.[Pd]. The product is [N:11]1([C:6]2[C:5]([CH2:4][NH2:1])=[CH:10][CH:9]=[CH:8][N:7]=2)[CH2:12][CH2:13][O:14][CH2:15][CH2:16]1. The yield is 0.780. (3) The reactants are [F:1][C:2]1[CH:7]=[C:6]([N+:8]([O-])=O)[CH:5]=[CH:4][C:3]=1[C:11]1[S:12][CH2:13][C:14](=[O:17])[NH:15][N:16]=1.O.[Cl-].[NH4+].ClCCl. The catalyst is C(O)C.[Fe]. The product is [NH2:8][C:6]1[CH:5]=[CH:4][C:3]([C:11]2[S:12][CH2:13][C:14](=[O:17])[NH:15][N:16]=2)=[C:2]([F:1])[CH:7]=1. The yield is 0.920. (4) The reactants are [Br:1][C:2]1[CH:7]=[C:6]([O:8][CH3:9])[CH:5]=[C:4]([N+:10]([O-])=O)[C:3]=1[OH:13]. The catalyst is CCOC(C)=O.[Ni]. The product is [NH2:10][C:4]1[CH:5]=[C:6]([O:8][CH3:9])[CH:7]=[C:2]([Br:1])[C:3]=1[OH:13]. The yield is 0.960. (5) The reactants are C([SiH2][O:6][C:7](C)(C)[C@@H:8]1[O:12]C(C)(C)[O:10][C@@H:9]1[CH2:15][O:16][C:17]1[CH:18]=[CH:19][C:20]2[C:32](=[O:33])[C:31]3[C:30]4[N:29]=[CH:28][CH:27]=[CH:26][C:25]=4[O:24][C:23]=3[C:22]([CH3:35])([CH3:34])[C:21]=2[CH:36]=1)(C)(C)C.CO.S(=O)(=O)(O)O.C(=O)(O)[O-].[Na+]. The catalyst is C1COCC1. The product is [CH3:34][C:22]1([CH3:35])[C:23]2[O:24][C:25]3[CH:26]=[CH:27][CH:28]=[N:29][C:30]=3[C:31]=2[C:32](=[O:33])[C:20]2[CH:19]=[CH:18][C:17]([O:16][CH2:15][C@@H:9]([OH:10])[C@H:8]([OH:12])[CH2:7][OH:6])=[CH:36][C:21]1=2. The yield is 0.280. (6) The reactants are [CH3:1][O:2][C:3]([C:5]1[S:6][C:7]([C:14]2[CH:19]=[CH:18][CH:17]=[CH:16][CH:15]=2)=[CH:8][C:9]=1[NH:10][CH:11]([CH3:13])[CH3:12])=[O:4].[CH3:20][C:21]1[CH2:22][CH:23]([C:26](O)=[O:27])[CH2:24][CH:25]=1.C1C=CC(P(C2C=CC=CC=2)C2C=CC=CC=2)=CC=1.C1C(=O)N(Cl)C(=O)C1. No catalyst specified. The product is [CH3:1][O:2][C:3]([C:5]1[S:6][C:7]([C:14]2[CH:15]=[CH:16][CH:17]=[CH:18][CH:19]=2)=[CH:8][C:9]=1[N:10]([CH:11]([CH3:13])[CH3:12])[C:26]([CH:23]1[CH2:24][CH:25]=[C:21]([CH3:20])[CH2:22]1)=[O:27])=[O:4]. The yield is 0.610. (7) The reactants are [NH2:1][C@@H:2]([C:6]([OH:8])=[O:7])[C@@H:3]([CH3:5])[OH:4].C([O-])([O-])=O.[K+].[K+].F[C:16]1[CH:23]=[CH:22][C:19]([C:20]#[N:21])=[C:18]([C:24]([F:27])([F:26])[F:25])[CH:17]=1. The catalyst is CS(C)=O. The product is [C:20]([C:19]1[CH:22]=[CH:23][C:16]([NH:1][C@H:2]([C@H:3]([OH:4])[CH3:5])[C:6]([OH:8])=[O:7])=[CH:17][C:18]=1[C:24]([F:25])([F:26])[F:27])#[N:21]. The yield is 1.00. (8) The reactants are [Cl-].O[NH3+:3].[C:4](=[O:7])([O-])[OH:5].[Na+].CS(C)=O.[CH3:13][O:14][CH:15]1[C:24]2[C:19](=[CH:20][CH:21]=[C:22]([N:25]3[C:30](=[O:31])[C:29]([CH2:32][C:33]4[CH:38]=[CH:37][C:36]([C:39]5[C:40]([C:45]#[N:46])=[CH:41][CH:42]=[CH:43][CH:44]=5)=[CH:35][CH:34]=4)=[C:28]([CH2:47][CH2:48][CH3:49])[N:27]=[C:26]3[CH3:50])[CH:23]=2)[O:18][C:17]([CH3:52])([CH3:51])[CH2:16]1. The product is [CH3:13][O:14][CH:15]1[C:24]2[C:19](=[CH:20][CH:21]=[C:22]([N:25]3[C:30](=[O:31])[C:29]([CH2:32][C:33]4[CH:38]=[CH:37][C:36]([C:39]5[CH:44]=[CH:43][CH:42]=[CH:41][C:40]=5[C:45]5[NH:3][C:4](=[O:7])[O:5][N:46]=5)=[CH:35][CH:34]=4)=[C:28]([CH2:47][CH2:48][CH3:49])[N:27]=[C:26]3[CH3:50])[CH:23]=2)[O:18][C:17]([CH3:51])([CH3:52])[CH2:16]1. The yield is 0.770. The catalyst is C(OCC)(=O)C.